From a dataset of Full USPTO retrosynthesis dataset with 1.9M reactions from patents (1976-2016). Predict the reactants needed to synthesize the given product. (1) Given the product [C:1]([O:5][C:6](=[O:40])[N:7]([C@@H:19]1[C@@H:24]([OH:25])[C@H:23]([CH2:26][C:27]2[CH:28]=[C:29]([O:34][CH2:35][CH2:36][CH3:37])[C:30]([NH2:33])=[C:31]([Cl:41])[CH:32]=2)[CH2:22][S:21](=[O:38])(=[O:39])[CH2:20]1)[CH2:8][C:9]1[CH:14]=[CH:13][CH:12]=[C:11]([C:15]([CH3:16])([CH3:18])[CH3:17])[CH:10]=1)([CH3:2])([CH3:3])[CH3:4], predict the reactants needed to synthesize it. The reactants are: [C:1]([O:5][C:6](=[O:40])[N:7]([C@@H:19]1[C@@H:24]([OH:25])[C@H:23]([CH2:26][C:27]2[CH:32]=[CH:31][C:30]([NH2:33])=[C:29]([O:34][CH2:35][CH2:36][CH3:37])[CH:28]=2)[CH2:22][S:21](=[O:39])(=[O:38])[CH2:20]1)[CH2:8][C:9]1[CH:14]=[CH:13][CH:12]=[C:11]([C:15]([CH3:18])([CH3:17])[CH3:16])[CH:10]=1)([CH3:4])([CH3:3])[CH3:2].[Cl:41]N1C(=O)CCC1=O.C([O-])(O)=O.[Na+]. (2) Given the product [F:21][C:18]1[CH:19]=[CH:20][C:15]([C:14]2[C:10]3[CH:9]=[CH:8][C:7]([O:6][CH2:5][CH2:4][CH2:3][CH2:2][N:27]([CH2:26][CH2:25][O:24][CH3:23])[CH3:28])=[CH:22][C:11]=3[S:12][CH:13]=2)=[CH:16][CH:17]=1, predict the reactants needed to synthesize it. The reactants are: Br[CH2:2][CH2:3][CH2:4][CH2:5][O:6][C:7]1[CH:8]=[CH:9][C:10]2[C:14]([C:15]3[CH:20]=[CH:19][C:18]([F:21])=[CH:17][CH:16]=3)=[CH:13][S:12][C:11]=2[CH:22]=1.[CH3:23][O:24][CH2:25][CH2:26][NH:27][CH3:28].